From a dataset of Reaction yield outcomes from USPTO patents with 853,638 reactions. Predict the reaction yield, written as a fraction of the theoretical maximum amount of product (1.0 means a 100% yield; for example, 0.34 means a 34% yield). (1) The reactants are [CH:1]1([C:6]2([C:19]([OH:21])=O)[CH2:18][CH:9]3[CH2:10][N:11]([C:13](=[O:17])[N:14]([CH3:16])[CH3:15])[CH2:12][CH:8]3[CH2:7]2)[CH2:5][CH2:4][CH2:3][CH2:2]1.C(N(CC)CC)C.ClC(OCC)=O.[N-:35]=[N+:36]=[N-:37].[Na+]. The catalyst is CC(C)=O.O. The product is [CH:1]1([C:6]2([C:19]([N:35]=[N+:36]=[N-:37])=[O:21])[CH2:18][CH:9]3[CH2:10][N:11]([C:13](=[O:17])[N:14]([CH3:15])[CH3:16])[CH2:12][CH:8]3[CH2:7]2)[CH2:2][CH2:3][CH2:4][CH2:5]1. The yield is 0.950. (2) The product is [CH3:23][C:22]([O:20][C@@H:18]1[CH2:19][C:14]2[C@@:15]([CH3:21])([C@@H:5]3[C@@H:6]([CH2:12][CH:13]=2)[C@@H:7]2[CH2:8][CH2:9][C:10](=[O:11])[C@@:2]2([CH3:1])[CH2:3][CH2:4]3)[CH2:16][CH2:17]1)=[O:24]. The yield is 0.850. The catalyst is CN(C)C1C=CN=CC=1.C1(C)C=CC=CC=1. The reactants are [CH3:1][C@@:2]12[C:10](=[O:11])[CH2:9][CH2:8][C@H:7]1[C@@H:6]1[CH2:12][CH:13]=[C:14]3[CH2:19][C@@H:18]([OH:20])[CH2:17][CH2:16][C@:15]3([CH3:21])[C@H:5]1[CH2:4][CH2:3]2.[C:22](OC(=O)C)(=[O:24])[CH3:23].C(N(CC)CC)C. (3) The reactants are [Cl:1][C:2]1[CH:31]=[CH:30][C:5]([CH2:6][NH:7][C:8]([C:10]2[C:19](=[O:20])[C:18]3[C:13](=[C:14](I)[CH:15]=[C:16]([CH2:21][N:22]4[CH2:27][CH2:26][O:25][CH2:24][CH2:23]4)[CH:17]=3)[N:12]([CH3:29])[CH:11]=2)=[O:9])=[CH:4][CH:3]=1.[CH3:32][C@@H:33]([OH:36])[C:34]#[CH:35].CN(C=O)C. The catalyst is N(CC)CC.Cl[Pd](Cl)([P](C1C=CC=CC=1)(C1C=CC=CC=1)C1C=CC=CC=1)[P](C1C=CC=CC=1)(C1C=CC=CC=1)C1C=CC=CC=1.[Cu]I. The product is [Cl:1][C:2]1[CH:31]=[CH:30][C:5]([CH2:6][NH:7][C:8]([C:10]2[C:19](=[O:20])[C:18]3[C:13](=[C:14]([C:35]#[C:34][C@@H:33]([OH:36])[CH3:32])[CH:15]=[C:16]([CH2:21][N:22]4[CH2:27][CH2:26][O:25][CH2:24][CH2:23]4)[CH:17]=3)[N:12]([CH3:29])[CH:11]=2)=[O:9])=[CH:4][CH:3]=1. The yield is 0.340. (4) The reactants are [F:1][C:2]1[CH:7]=[CH:6][CH:5]=[CH:4][C:3]=1[CH:8]([NH:13][C:14](=[O:20])[O:15][C:16]([CH3:19])([CH3:18])C)C(O)(C)C.CC(C)([O-])C.[K+].CCOC(C)=O. The catalyst is C1COCC1.CCCCCC. The product is [F:1][C:2]1[CH:7]=[CH:6][CH:5]=[CH:4][C:3]=1[CH:8]1[C:16]([CH3:18])([CH3:19])[O:15][C:14](=[O:20])[NH:13]1. The yield is 0.982.